Task: Predict the product of the given reaction.. Dataset: Forward reaction prediction with 1.9M reactions from USPTO patents (1976-2016) The product is: [OH:3][CH2:4][CH2:5][O:6][NH:7][C:8]([C:10]1[CH:11]=[C:12]2[C:16](=[CH:17][C:18]=1[NH:19][C:20]1[CH:25]=[CH:24][C:23]([I:26])=[CH:22][C:21]=1[F:27])[C:15](=[O:28])[NH:14][CH2:13]2)=[O:9]. Given the reactants C([O:3][CH2:4][CH2:5][O:6][NH:7][C:8]([C:10]1[CH:11]=[C:12]2[C:16](=[CH:17][C:18]=1[NH:19][C:20]1[CH:25]=[CH:24][C:23]([I:26])=[CH:22][C:21]=1[F:27])[C:15](=[O:28])[NH:14][CH2:13]2)=[O:9])=C.Cl, predict the reaction product.